From a dataset of Full USPTO retrosynthesis dataset with 1.9M reactions from patents (1976-2016). Predict the reactants needed to synthesize the given product. (1) Given the product [CH3:1][O:2][C:3]([C:4]1[CH2:5][CH:6]([C:7]2[S:8][C:9]([Br:12])=[CH:10][CH:11]=2)[N:23]([C:18]2[CH:19]=[CH:20][CH:21]=[CH:22][C:17]=2[Cl:16])[N:24]=1)=[O:14], predict the reactants needed to synthesize it. The reactants are: [CH3:1][O:2][C:3](=[O:14])[C:4](=O)[CH:5]=[CH:6][C:7]1[S:8][C:9]([Br:12])=[CH:10][CH:11]=1.Cl.[Cl:16][C:17]1[CH:22]=[CH:21][CH:20]=[CH:19][C:18]=1[NH:23][NH2:24]. (2) Given the product [CH3:20][N:17]1[CH2:18][CH2:19][N:14]([C:12](=[O:13])[CH2:11][CH2:10][C:5]2[CH:6]=[CH:7][CH:8]=[CH:9][C:4]=2[O:3][CH2:39][CH2:38][CH2:37][CH2:36][CH2:35][CH2:34][CH2:33][CH2:32][CH2:31][CH2:30][CH2:29][CH2:28][CH2:27][CH2:26][CH2:25][CH2:24][CH2:23][CH3:22])[CH2:15][CH2:16]1, predict the reactants needed to synthesize it. The reactants are: [OH-].[Na+].[OH:3][C:4]1[CH:9]=[CH:8][CH:7]=[CH:6][C:5]=1[CH2:10][CH2:11][C:12]([N:14]1[CH2:19][CH2:18][N:17]([CH3:20])[CH2:16][CH2:15]1)=[O:13].Br[CH2:22][CH2:23][CH2:24][CH2:25][CH2:26][CH2:27][CH2:28][CH2:29][CH2:30][CH2:31][CH2:32][CH2:33][CH2:34][CH2:35][CH2:36][CH2:37][CH2:38][CH3:39].Cl. (3) Given the product [CH3:1][C:2]1([CH3:18])[CH:7]2[CH2:8][CH:3]1[CH2:4][CH2:5][CH:6]2[CH2:9][CH2:10][N:11]1[CH2:16][CH2:15][C:14]([NH:23][C:22]2[CH:24]=[CH:25][CH:26]=[C:20]([F:19])[CH:21]=2)([C:31]#[N:32])[CH2:13][CH2:12]1, predict the reactants needed to synthesize it. The reactants are: [CH3:1][C:2]1([CH3:18])[CH:7]2[CH2:8][CH:3]1[CH2:4][CH2:5][CH:6]2[CH2:9][CH2:10][N:11]1[CH2:16][CH2:15][C:14](=O)[CH2:13][CH2:12]1.[F:19][C:20]1[CH:21]=[C:22]([CH:24]=[CH:25][CH:26]=1)[NH2:23].C[Si]([C:31]#[N:32])(C)C.N.